Dataset: Full USPTO retrosynthesis dataset with 1.9M reactions from patents (1976-2016). Task: Predict the reactants needed to synthesize the given product. (1) Given the product [CH2:10]([O:17][C:18]1[CH:23]=[CH:22][C:21]([Br:24])=[CH:20][C:19]=1[CH2:25][CH2:26][NH2:27])[C:11]1[CH:12]=[CH:13][CH:14]=[CH:15][CH:16]=1, predict the reactants needed to synthesize it. The reactants are: [BH4-].[Na+].FC(F)(F)C(O)=O.[CH2:10]([O:17][C:18]1[CH:23]=[CH:22][C:21]([Br:24])=[CH:20][C:19]=1[CH2:25][C:26]#[N:27])[C:11]1[CH:16]=[CH:15][CH:14]=[CH:13][CH:12]=1. (2) The reactants are: N1[C:10]2[C:5](=[CH:6][CH:7]=[CH:8][CH:9]=2)[N:4]=[CH:3][CH:2]=1.O1C2C=CC=CC=2N=[CH:12]1.S1C2C=CC=CC=2N=C1. Given the product [N:4]1[C:5]2[C:10](=[CH:9][CH:8]=[CH:7][CH:6]=2)[CH:12]=[CH:2][CH:3]=1, predict the reactants needed to synthesize it. (3) The reactants are: [Br:1][C:2]1[CH:7]=[CH:6][C:5]([OH:8])=[CH:4][CH:3]=1.[CH3:9][C:10](=[CH2:12])[CH3:11]. Given the product [C:10]([C:6]1[CH:7]=[C:2]([Br:1])[CH:3]=[CH:4][C:5]=1[OH:8])([CH3:12])([CH3:11])[CH3:9], predict the reactants needed to synthesize it. (4) Given the product [CH3:44][O:43][C:41]1[CH:40]=[C:36]([CH:35]=[C:34]([O:33][CH3:32])[CH:42]=1)[C:37]([NH:1][C:2]1[S:3][CH:4]=[C:5]([C:7]2[CH:8]=[C:9]3[C:13](=[CH:14][CH:15]=2)[N:12]([C:16]([O:18][C:19]([CH3:22])([CH3:21])[CH3:20])=[O:17])[CH2:11][CH2:10]3)[N:6]=1)=[O:38], predict the reactants needed to synthesize it. The reactants are: [NH2:1][C:2]1[S:3][CH:4]=[C:5]([C:7]2[CH:8]=[C:9]3[C:13](=[CH:14][CH:15]=2)[N:12]([C:16]([O:18][C:19]([CH3:22])([CH3:21])[CH3:20])=[O:17])[CH2:11][CH2:10]3)[N:6]=1.C(N(CC)C(C)C)(C)C.[CH3:32][O:33][C:34]1[CH:35]=[C:36]([CH:40]=[C:41]([O:43][CH3:44])[CH:42]=1)[C:37](Cl)=[O:38]. (5) Given the product [C:27]([OH:34])(=[O:33])/[CH:28]=[CH:29]/[C:30]([OH:32])=[O:31].[Cl:1][C:2]1[CH:7]=[N:6][NH:5][C:4](=[O:8])[C:3]=1[NH:9][CH2:10][CH2:11][CH2:12][N:13]([CH2:15][CH2:16][C:17]1[CH:22]=[CH:21][C:20]([O:23][CH3:24])=[C:19]([O:25][CH3:26])[CH:18]=1)[CH3:14], predict the reactants needed to synthesize it. The reactants are: [Cl:1][C:2]1[CH:7]=[N:6][NH:5][C:4](=[O:8])[C:3]=1[NH:9][CH2:10][CH2:11][CH2:12][N:13]([CH2:15][CH2:16][C:17]1[CH:22]=[CH:21][C:20]([O:23][CH3:24])=[C:19]([O:25][CH3:26])[CH:18]=1)[CH3:14].[C:27]([OH:34])(=[O:33])/[CH:28]=[CH:29]/[C:30]([OH:32])=[O:31]. (6) Given the product [CH2:30]([O:29][CH:4]([CH2:5][C:6]1[C:14]2[O:13][CH:12]=[CH:11][C:10]=2[C:9]([O:15][CH2:16][C:17]2[N:18]=[C:19]([C:23]3[CH:28]=[CH:27][CH:26]=[CH:25][CH:24]=3)[O:20][C:21]=2[CH3:22])=[CH:8][CH:7]=1)[C:3]([OH:32])=[O:2])[CH3:31], predict the reactants needed to synthesize it. The reactants are: C[O:2][C:3](=[O:32])[CH:4]([O:29][CH2:30][CH3:31])[CH2:5][C:6]1[C:14]2[O:13][CH:12]=[CH:11][C:10]=2[C:9]([O:15][CH2:16][C:17]2[N:18]=[C:19]([C:23]3[CH:28]=[CH:27][CH:26]=[CH:25][CH:24]=3)[O:20][C:21]=2[CH3:22])=[CH:8][CH:7]=1.[OH-].[Li+]. (7) Given the product [ClH:1].[N:2]12[CH2:11][CH:6]3[CH2:7][CH:8]([CH2:10][CH:4]([C@H:5]3[NH:12][C:24]([C:22]3[S:23][C:19]([C:13]4[CH:14]=[CH:15][CH:16]=[CH:17][CH:18]=4)=[CH:20][CH:21]=3)=[O:25])[CH2:3]1)[CH2:9]2, predict the reactants needed to synthesize it. The reactants are: [ClH:1].[N:2]12[CH2:11][CH:6]3[CH2:7][CH:8]([CH2:10][CH:4]([C@H:5]3[NH2:12])[CH2:3]1)[CH2:9]2.[C:13]1([C:19]2[S:23][C:22]([C:24](O)=[O:25])=[CH:21][CH:20]=2)[CH:18]=[CH:17][CH:16]=[CH:15][CH:14]=1.N. (8) The reactants are: [Cl:1][C:2]1[C:3]([CH3:27])=[C:4]([NH:10][C@H:11]([C@@H:24]([OH:26])[CH3:25])[C:12]([NH:14][NH:15][C:16](=[O:23])[C:17]2[CH:22]=[CH:21][CH:20]=[CH:19][CH:18]=2)=O)[CH:5]=[CH:6][C:7]=1[C:8]#[N:9].CCN(P1(N(C)CCCN1C)=NC(C)(C)C)CC.C1(C)C=CC(S(Cl)(=O)=O)=CC=1. Given the product [Cl:1][C:2]1[C:3]([CH3:27])=[C:4]([NH:10][C@@H:11]([C:12]2[O:23][C:16]([C:17]3[CH:22]=[CH:21][CH:20]=[CH:19][CH:18]=3)=[N:15][N:14]=2)[C@@H:24]([OH:26])[CH3:25])[CH:5]=[CH:6][C:7]=1[C:8]#[N:9], predict the reactants needed to synthesize it.